From a dataset of Forward reaction prediction with 1.9M reactions from USPTO patents (1976-2016). Predict the product of the given reaction. (1) Given the reactants [CH3:1][C:2]1[CH:3]=[C:4]([CH:8]=[CH:9][C:10]=1[N+:11]([O-:13])=[O:12])[C:5](O)=O.C(C1NC=CN=1)(C1NC=CN=1)=O.[CH3:26][NH:27][NH:28][C:29](=[NH:36])[C:30]1[CH:35]=[CH:34][CH:33]=[CH:32][N:31]=1, predict the reaction product. The product is: [CH3:26][N:27]1[C:5]([C:4]2[CH:8]=[CH:9][C:10]([N+:11]([O-:13])=[O:12])=[C:2]([CH3:1])[CH:3]=2)=[N:36][C:29]([C:30]2[CH:35]=[CH:34][CH:33]=[CH:32][N:31]=2)=[N:28]1. (2) Given the reactants [OH-].[Li+].[CH3:3][O:4][C:5]1[CH:6]=[C:7]([CH:10]=[CH:11][C:12]=1[N:13]1[CH:17]=[C:16]([CH3:18])[N:15]=[CH:14]1)[CH:8]=O.[F:19][C:20]1[CH:25]=[C:24]([F:26])[CH:23]=[CH:22][C:21]=1[C@H:27]1[N:35]2[C@@H:30]([CH2:31][CH2:32][CH:33](P(=O)(OCC)OCC)[C:34]2=[O:36])[CH2:29][CH2:28]1.C(O)C, predict the reaction product. The product is: [F:19][C:20]1[CH:25]=[C:24]([F:26])[CH:23]=[CH:22][C:21]=1[C@H:27]1[N:35]2[C@@H:30]([CH2:31][CH2:32]/[C:33](=[CH:8]\[C:7]3[CH:10]=[CH:11][C:12]([N:13]4[CH:17]=[C:16]([CH3:18])[N:15]=[CH:14]4)=[C:5]([O:4][CH3:3])[CH:6]=3)/[C:34]2=[O:36])[CH2:29][CH2:28]1. (3) Given the reactants [CH3:1][C:2]1[N:6]([CH2:7][C:8]2[C:17]3[C:12](=[CH:13][CH:14]=[CH:15][CH:16]=3)[CH:11]=[CH:10][CH:9]=2)[C:5]2[CH:18]=[C:19]([N:26]3[CH2:31][CH2:30][O:29][CH2:28][CH2:27]3)[CH:20]=[C:21]([C:22]([O:24]C)=[O:23])[C:4]=2[N:3]=1.[Li+].[OH-].Cl, predict the reaction product. The product is: [CH3:1][C:2]1[N:6]([CH2:7][C:8]2[C:17]3[C:12](=[CH:13][CH:14]=[CH:15][CH:16]=3)[CH:11]=[CH:10][CH:9]=2)[C:5]2[CH:18]=[C:19]([N:26]3[CH2:31][CH2:30][O:29][CH2:28][CH2:27]3)[CH:20]=[C:21]([C:22]([OH:24])=[O:23])[C:4]=2[N:3]=1. (4) Given the reactants [Cl:1][C:2]1[CH:7]=[CH:6][N:5]=[C:4]([C:8](Cl)=[O:9])[CH:3]=1.C(N(C(C)C)C(C)C)C.[C:20]([N:27]1[CH2:32][CH2:31][NH:30][CH2:29][CH2:28]1)([O:22][C:23]([CH3:26])([CH3:25])[CH3:24])=[O:21], predict the reaction product. The product is: [C:23]([O:22][C:20]([N:27]1[CH2:32][CH2:31][N:30]([C:8]([C:4]2[CH:3]=[C:2]([Cl:1])[CH:7]=[CH:6][N:5]=2)=[O:9])[CH2:29][CH2:28]1)=[O:21])([CH3:26])([CH3:24])[CH3:25]. (5) Given the reactants [C:1]([O:5][C:6](=[O:9])[CH2:7][NH2:8])([CH3:4])([CH3:3])[CH3:2].[CH3:10][C:11]([C:16]1[CH:21]=[CH:20][CH:19]=[CH:18][CH:17]=1)([CH3:15])[CH2:12][CH:13]=O, predict the reaction product. The product is: [C:1]([O:5][C:6](=[O:9])[CH2:7]/[N:8]=[CH:13]/[CH2:12][C:11]([CH3:15])([C:16]1[CH:21]=[CH:20][CH:19]=[CH:18][CH:17]=1)[CH3:10])([CH3:4])([CH3:3])[CH3:2]. (6) Given the reactants [CH3:1][N:2]([CH3:27])[S:3]([N:6]1[CH:10]=[C:9]([CH:11]([OH:19])[CH2:12][C:13]2[CH:18]=[CH:17][CH:16]=[CH:15][CH:14]=2)[N:8]=[C:7]1[Si:20]([C:23]([CH3:26])([CH3:25])[CH3:24])([CH3:22])[CH3:21])(=[O:5])=[O:4].[H-].[Na+].[CH3:30]I, predict the reaction product. The product is: [CH3:27][N:2]([CH3:1])[S:3]([N:6]1[CH:10]=[C:9]([CH:11]([O:19][CH3:30])[CH2:12][C:13]2[CH:14]=[CH:15][CH:16]=[CH:17][CH:18]=2)[N:8]=[C:7]1[Si:20]([C:23]([CH3:24])([CH3:26])[CH3:25])([CH3:21])[CH3:22])(=[O:4])=[O:5].